Dataset: Forward reaction prediction with 1.9M reactions from USPTO patents (1976-2016). Task: Predict the product of the given reaction. (1) Given the reactants [CH3:1][O:2][C:3]1[C:12]2[C:7](=[CH:8][CH:9]=[CH:10][CH:11]=2)[N:6]=[C:5](OS(C(F)(F)F)(=O)=O)[CH:4]=1.[CH3:21][O:22][C:23](=[O:28])[CH:24]([CH3:27])[CH2:25][NH2:26], predict the reaction product. The product is: [CH3:21][O:22][C:23](=[O:28])[CH:24]([CH3:27])[CH2:25][NH:26][C:5]1[CH:4]=[C:3]([O:2][CH3:1])[C:12]2[C:7](=[CH:8][CH:9]=[CH:10][CH:11]=2)[N:6]=1. (2) Given the reactants CC1C=CC(S([O-])(=O)=O)=CC=1.[CH3:12][O:13][C:14]1[CH:15]=[N+:16]([CH3:27])[C:17]2[C:22]([CH:23]=1)=[C:21]([N+:24]([O-:26])=[O:25])[CH:20]=[CH:19][CH:18]=2.[BH4-].[Na+].O, predict the reaction product. The product is: [CH3:12][O:13][C:14]1[CH2:15][N:16]([CH3:27])[C:17]2[C:22]([CH:23]=1)=[C:21]([N+:24]([O-:26])=[O:25])[CH:20]=[CH:19][CH:18]=2. (3) Given the reactants [F:1][C:2]([F:23])([F:22])[O:3][C:4]1[CH:9]=[CH:8][C:7]([N:10]2[CH2:14][CH2:13][C:12]3([CH2:19][CH2:18][NH:17][C:16](=[O:20])[CH2:15]3)[C:11]2=[O:21])=[CH:6][CH:5]=1.[CH3:24][C:25]([CH3:31])([CH3:30])[CH2:26][C:27](Cl)=[O:28], predict the reaction product. The product is: [CH3:24][C:25]([CH3:31])([CH3:30])[CH2:26][C:27]([N:17]1[CH2:18][CH2:19][C:12]2([C:11](=[O:21])[N:10]([C:7]3[CH:8]=[CH:9][C:4]([O:3][C:2]([F:1])([F:22])[F:23])=[CH:5][CH:6]=3)[CH2:14][CH2:13]2)[CH2:15][C:16]1=[O:20])=[O:28]. (4) Given the reactants [C:1]([O:5][C:6]1[CH:11]=[CH:10][C:9]([OH:12])=[CH:8][CH:7]=1)([CH3:4])([CH3:3])[CH3:2].[CH3:13][N:14]([C:18]1[CH:23]=[CH:22][CH:21]=[CH:20][CH:19]=1)[C:15](Cl)=[O:16], predict the reaction product. The product is: [C:1]([O:5][C:6]1[CH:7]=[CH:8][C:9]([O:12][C:15](=[O:16])[N:14]([CH3:13])[C:18]2[CH:23]=[CH:22][CH:21]=[CH:20][CH:19]=2)=[CH:10][CH:11]=1)([CH3:4])([CH3:2])[CH3:3]. (5) The product is: [ClH:1].[NH2:33][C:31]1[CH:30]=[C:29]([NH:34][C:2]2[N:11]=[C:10]([N:12]3[CH2:16][CH2:15][C@H:14]([NH:17][C:18](=[O:24])[O:19][C:20]([CH3:23])([CH3:22])[CH3:21])[CH2:13]3)[C:9]3[C:4](=[CH:5][CH:6]=[CH:7][CH:8]=3)[N:3]=2)[CH:28]=[C:27]([C:26]([F:25])([F:35])[F:36])[CH:32]=1. Given the reactants [Cl:1][C:2]1[N:11]=[C:10]([N:12]2[CH2:16][CH2:15][C@H:14]([NH:17][C:18](=[O:24])[O:19][C:20]([CH3:23])([CH3:22])[CH3:21])[CH2:13]2)[C:9]2[C:4](=[CH:5][CH:6]=[CH:7][CH:8]=2)[N:3]=1.[F:25][C:26]([F:36])([F:35])[C:27]1[CH:28]=[C:29]([NH2:34])[CH:30]=[C:31]([NH2:33])[CH:32]=1, predict the reaction product. (6) The product is: [NH:10]1[CH:14]=[C:13]([C:15]2[C:16]3[CH:23]=[CH:22][N:21]([CH2:24][O:25][CH2:26][CH2:27][Si:28]([CH3:31])([CH3:30])[CH3:29])[C:17]=3[N:18]=[CH:19][N:20]=2)[CH:12]=[N:11]1. Given the reactants C(S(N1CC(CC#N)([N:10]2[CH:14]=[C:13]([C:15]3[C:16]4[CH:23]=[CH:22][N:21]([CH2:24][O:25][CH2:26][CH2:27][Si:28]([CH3:31])([CH3:30])[CH3:29])[C:17]=4[N:18]=[CH:19][N:20]=3)[CH:12]=[N:11]2)C1)(=O)=O)C.O.Cl.[OH-].[Na+], predict the reaction product. (7) The product is: [OH:1][C:2]1[C:11]2[C:6](=[N:7][CH:8]=[CH:9][CH:10]=2)[N:5]([CH2:12][CH2:13][CH:14]([CH3:16])[CH3:15])[C:4](=[O:17])[C:3]=1[C:18]1[NH:23][C:22]2[CH:24]=[CH:25][C:26]([NH:28][S:29]([NH:30][CH3:31])(=[O:43])=[O:42])=[CH:27][C:21]=2[S:20](=[O:45])(=[O:44])[N:19]=1. Given the reactants [OH:1][C:2]1[C:11]2[C:6](=[N:7][CH:8]=[CH:9][CH:10]=2)[N:5]([CH2:12][CH2:13][CH:14]([CH3:16])[CH3:15])[C:4](=[O:17])[C:3]=1[C:18]1[NH:23][C:22]2[CH:24]=[CH:25][C:26]([NH:28][S:29](=[O:43])(=[O:42])[N:30](C)[C:31](OCC3C=CC=CC=3)=O)=[CH:27][C:21]=2[S:20](=[O:45])(=[O:44])[N:19]=1, predict the reaction product.